From a dataset of Catalyst prediction with 721,799 reactions and 888 catalyst types from USPTO. Predict which catalyst facilitates the given reaction. (1) Reactant: [C:1]([C:3]1[CH:4]=[C:5]2[C:9](=[CH:10][CH:11]=1)[NH:8][CH:7]=[C:6]2[CH2:12][CH2:13][CH2:14][CH2:15][N:16]1[CH2:21][CH2:20][N:19]([C:22]2[CH:23]=[CH:24][C:25]3[O:29][C:28]([C:30](=[O:32])[NH2:31])=[CH:27][C:26]=3[CH:33]=2)[CH2:18][CH2:17]1)#[N:2].[ClH:34]. Product: [ClH:34].[ClH:34].[C:1]([C:3]1[CH:4]=[C:5]2[C:9](=[CH:10][CH:11]=1)[NH:8][CH:7]=[C:6]2[CH2:12][CH2:13][CH2:14][CH2:15][N:16]1[CH2:17][CH2:18][N:19]([C:22]2[CH:23]=[CH:24][C:25]3[O:29][C:28]([C:30](=[O:32])[NH2:31])=[CH:27][C:26]=3[CH:33]=2)[CH2:20][CH2:21]1)#[N:2]. The catalyst class is: 7. (2) Product: [Br:6][C:7]1[CH:12]=[C:11]([Cl:13])[CH:10]=[CH:9][C:8]=1[S:17][CH3:16]. Reactant: F[B-](F)(F)F.[Br:6][C:7]1[CH:12]=[C:11]([Cl:13])[CH:10]=[CH:9][C:8]=1[N+]#N.[CH3:16][S-:17].[Na+].N#N. The catalyst class is: 23. (3) Reactant: C(Cl)Cl.[Cl:4][C:5]1[CH:6]=[C:7]([NH:19][C:20]2[C:25]3[C:26]4[CH2:34][CH2:33][C:32]5[C:28](=[CH:29][N:30]([CH2:35][CH2:36]O)[N:31]=5)[C:27]=4[S:38][C:24]=3[N:23]=[CH:22][N:21]=2)[CH:8]=[CH:9][C:10]=1[O:11][CH2:12][C:13]1[CH:18]=[CH:17][CH:16]=[CH:15][N:14]=1.S(Br)([Br:41])=O. Product: [Br:41][CH2:36][CH2:35][N:30]1[CH:29]=[C:28]2[C:32]([CH2:33][CH2:34][C:26]3[C:25]4=[C:20]([NH:19][C:7]5[CH:8]=[CH:9][C:10]([O:11][CH2:12][C:13]6[CH:18]=[CH:17][CH:16]=[CH:15][N:14]=6)=[C:5]([Cl:4])[CH:6]=5)[N:21]=[CH:22][N:23]=[C:24]4[S:38][C:27]=32)=[N:31]1. The catalyst class is: 6.